From a dataset of Merck oncology drug combination screen with 23,052 pairs across 39 cell lines. Regression. Given two drug SMILES strings and cell line genomic features, predict the synergy score measuring deviation from expected non-interaction effect. (1) Drug 1: COC1=C2CC(C)CC(OC)C(O)C(C)C=C(C)C(OC(N)=O)C(OC)C=CC=C(C)C(=O)NC(=CC1=O)C2=O. Drug 2: Cn1cc(-c2cnn3c(N)c(Br)c(C4CCCNC4)nc23)cn1. Cell line: HCT116. Synergy scores: synergy=30.3. (2) Drug 1: O=c1[nH]cc(F)c(=O)[nH]1. Drug 2: C=CCn1c(=O)c2cnc(Nc3ccc(N4CCN(C)CC4)cc3)nc2n1-c1cccc(C(C)(C)O)n1. Cell line: SW837. Synergy scores: synergy=2.58. (3) Drug 1: N.N.O=C(O)C1(C(=O)O)CCC1.[Pt]. Drug 2: Cc1nc(Nc2ncc(C(=O)Nc3c(C)cccc3Cl)s2)cc(N2CCN(CCO)CC2)n1. Cell line: EFM192B. Synergy scores: synergy=26.3. (4) Drug 1: NC(=O)c1cccc2cn(-c3ccc(C4CCCNC4)cc3)nc12. Drug 2: Cc1nc(Nc2ncc(C(=O)Nc3c(C)cccc3Cl)s2)cc(N2CCN(CCO)CC2)n1. Cell line: UACC62. Synergy scores: synergy=4.86. (5) Drug 1: COc1cccc2c1C(=O)c1c(O)c3c(c(O)c1C2=O)CC(O)(C(=O)CO)CC3OC1CC(N)C(O)C(C)O1. Drug 2: O=C(O)C1(Cc2cccc(Nc3nccs3)n2)CCC(Oc2cccc(Cl)c2F)CC1. Cell line: NCIH1650. Synergy scores: synergy=-7.50. (6) Drug 1: CN(Cc1cnc2nc(N)nc(N)c2n1)c1ccc(C(=O)NC(CCC(=O)O)C(=O)O)cc1. Drug 2: COC1=C2CC(C)CC(OC)C(O)C(C)C=C(C)C(OC(N)=O)C(OC)C=CC=C(C)C(=O)NC(=CC1=O)C2=O. Cell line: UWB1289BRCA1. Synergy scores: synergy=-19.6. (7) Drug 1: O=P1(N(CCCl)CCCl)NCCCO1. Drug 2: CS(=O)(=O)CCNCc1ccc(-c2ccc3ncnc(Nc4ccc(OCc5cccc(F)c5)c(Cl)c4)c3c2)o1. Cell line: HT144. Synergy scores: synergy=-12.5. (8) Drug 1: N.N.O=C(O)C1(C(=O)O)CCC1.[Pt]. Drug 2: Cn1nnc2c(C(N)=O)ncn2c1=O. Cell line: NCIH23. Synergy scores: synergy=-35.5.